This data is from Peptide-MHC class II binding affinity with 134,281 pairs from IEDB. The task is: Regression. Given a peptide amino acid sequence and an MHC pseudo amino acid sequence, predict their binding affinity value. This is MHC class II binding data. (1) The peptide sequence is RVIRGKKGAGGITIK. The MHC is DRB1_0701 with pseudo-sequence DRB1_0701. The binding affinity (normalized) is 0.577. (2) The binding affinity (normalized) is 0.0448. The peptide sequence is HMAKEDLVANQPNLK. The MHC is HLA-DQA10301-DQB10302 with pseudo-sequence HLA-DQA10301-DQB10302. (3) The peptide sequence is GVTVIKNNMINNDLGP. The MHC is DRB1_0301 with pseudo-sequence DRB1_0301. The binding affinity (normalized) is 0. (4) The peptide sequence is RVNNSYSLIRLSHNS. The MHC is DRB1_0901 with pseudo-sequence DRB1_0901. The binding affinity (normalized) is 0.552.